From a dataset of Reaction yield outcomes from USPTO patents with 853,638 reactions. Predict the reaction yield, written as a fraction of the theoretical maximum amount of product (1.0 means a 100% yield; for example, 0.34 means a 34% yield). (1) The reactants are [C:1]([NH:9][C:10]1[CH:15]=[CH:14][CH:13]=[CH:12][C:11]=1/[CH:16]=[CH:17]/[C:18]1[C:26]2[C:21](=[CH:22][CH:23]=[C:24](Br)[CH:25]=2)[NH:20][N:19]=1)(=[O:8])[C:2]1[CH:7]=[CH:6][CH:5]=[CH:4][CH:3]=1.[H-].[Na+].C([Li])CCC.CN(C)[CH:37]=[O:38]. The catalyst is O1CCCC1.O. The product is [C:1]([NH:9][C:10]1[CH:15]=[CH:14][CH:13]=[CH:12][C:11]=1/[CH:16]=[CH:17]/[C:18]1[C:26]2[C:21](=[CH:22][CH:23]=[C:24]([CH:37]=[O:38])[CH:25]=2)[NH:20][N:19]=1)(=[O:8])[C:2]1[CH:7]=[CH:6][CH:5]=[CH:4][CH:3]=1. The yield is 0.600. (2) The reactants are O[C@H:2]1[CH2:7][CH2:6][C@H:5]([NH:8][C:9]([O:11][C:12]([CH3:15])([CH3:14])[CH3:13])=[O:10])[CH:4]=[CH:3]1.C1(P(C2C=CC=CC=2)C2C=CC=CC=2)C=CC=CC=1.[Cl:35]C(Cl)(Cl)C(C(Cl)(Cl)Cl)=O. No catalyst specified. The product is [C:12]([O:11][C:9]([NH:8][C@H:5]1[CH2:6][CH2:7][C@@H:2]([Cl:35])[CH:3]=[CH:4]1)=[O:10])([CH3:15])([CH3:14])[CH3:13]. The yield is 0.620.